This data is from Catalyst prediction with 721,799 reactions and 888 catalyst types from USPTO. The task is: Predict which catalyst facilitates the given reaction. Reactant: [CH3:1][C:2]([CH3:21])([CH3:20])[C@@H:3]([NH:5][CH2:6][CH2:7][C@:8]([C:13]1[CH:18]=[CH:17][C:16]([F:19])=[CH:15][CH:14]=1)([NH2:12])[CH2:9][CH:10]=[CH2:11])[CH3:4].C(N(CC)CC)C.Cl[C:30](Cl)([O:32]C(=O)OC(Cl)(Cl)Cl)Cl. Product: [CH2:9]([C@:8]1([C:13]2[CH:18]=[CH:17][C:16]([F:19])=[CH:15][CH:14]=2)[CH2:7][CH2:6][N:5]([C@H:3]([C:2]([CH3:20])([CH3:1])[CH3:21])[CH3:4])[C:30](=[O:32])[NH:12]1)[CH:10]=[CH2:11]. The catalyst class is: 2.